The task is: Predict which catalyst facilitates the given reaction.. This data is from Catalyst prediction with 721,799 reactions and 888 catalyst types from USPTO. (1) Reactant: ClC1C=CC(B(O)O)=CC=1.C(=O)([O-])[O-].[K+].[K+].BrC1N=C(CN2CCCC2=O)SC=1.[Cl:30][C:31]1[CH:36]=[CH:35][C:34]([C:37]2[N:38]=[C:39]([CH2:52][N:53]3[CH2:57][CH2:56][CH2:55][C:54]3=[O:58])[S:40][C:41]=2C2C=CC(S(N)(=O)=O)=CC=2)=[CH:33][CH:32]=1. Product: [Cl:30][C:31]1[CH:36]=[CH:35][C:34]([C:37]2[N:38]=[C:39]([CH2:52][N:53]3[CH2:57][CH2:56][CH2:55][C:54]3=[O:58])[S:40][CH:41]=2)=[CH:33][CH:32]=1. The catalyst class is: 234. (2) Reactant: Cl.[O:2]=[C:3]1[C:8]([C:9]([O:11][CH3:12])=[O:10])=[CH:7][CH:6]=[CH:5][NH:4]1.[H-].[Na+].Br[CH:16]1[C:28]2[CH:27]=[CH:26][CH:25]=[CH:24][C:23]=2[C:22]2[C:17]1=[CH:18][CH:19]=[CH:20][CH:21]=2. Product: [CH:18]1[C:17]2[CH:16]([N:4]3[CH:5]=[CH:6][CH:7]=[C:8]([C:9]([O:11][CH3:12])=[O:10])[C:3]3=[O:2])[C:28]3[C:23](=[CH:24][CH:25]=[CH:26][CH:27]=3)[C:22]=2[CH:21]=[CH:20][CH:19]=1. The catalyst class is: 3.